From a dataset of Reaction yield outcomes from USPTO patents with 853,638 reactions. Predict the reaction yield, written as a fraction of the theoretical maximum amount of product (1.0 means a 100% yield; for example, 0.34 means a 34% yield). No catalyst specified. The reactants are Cl[C:2]1[CH:7]=[C:6](Cl)[N:5]=[C:4]([S:9][CH3:10])[N:3]=1.[CH2:11]([NH:13][C:14]1[CH:15]=[C:16]([OH:20])[CH:17]=[CH:18][CH:19]=1)[CH3:12]. The yield is 0.430. The product is [CH3:10][S:9][C:4]1[N:5]=[C:6]([N:13]([CH2:11][CH3:12])[C:14]2[CH:19]=[CH:18][CH:17]=[C:16]([OH:20])[CH:15]=2)[CH:7]=[C:2]([N:13]([CH2:11][CH3:12])[C:14]2[CH:19]=[CH:18][CH:17]=[C:16]([OH:20])[CH:15]=2)[N:3]=1.